Dataset: Full USPTO retrosynthesis dataset with 1.9M reactions from patents (1976-2016). Task: Predict the reactants needed to synthesize the given product. Given the product [ClH:34].[CH3:1][C:2]1[CH:3]=[C:4]([S:8]([C:11]2[CH:12]=[C:13]3[C:17](=[CH:18][CH:19]=2)[N:16]([CH3:20])[C:15]2[CH2:21][CH:22]4[NH:26][CH:25]([C:14]3=2)[CH2:24][CH2:23]4)(=[O:10])=[O:9])[CH:5]=[CH:6][CH:7]=1, predict the reactants needed to synthesize it. The reactants are: [CH3:1][C:2]1[CH:3]=[C:4]([S:8]([C:11]2[CH:19]=[CH:18][C:17]3[N:16]([CH3:20])[C:15]4[CH2:21][CH:22]5[NH:26][CH:25]([C:14]=4[C:13]=3[C:12]=2C(OC(C)(C)C)=O)[CH2:24][CH2:23]5)(=[O:10])=[O:9])[CH:5]=[CH:6][CH:7]=1.[ClH:34].